Dataset: Full USPTO retrosynthesis dataset with 1.9M reactions from patents (1976-2016). Task: Predict the reactants needed to synthesize the given product. (1) Given the product [Br:12][C:9]1[C:5]([C:1]([CH3:4])([CH3:3])[CH3:2])=[N:6][NH:7][CH:8]=1, predict the reactants needed to synthesize it. The reactants are: [C:1]([C:5]1[CH:9]=[CH:8][NH:7][N:6]=1)([CH3:4])([CH3:3])[CH3:2].[OH-].[Na+].[Br:12]Br. (2) Given the product [CH3:22][O:23][C:24]1[C:29]([N:1]2[CH:5]=[CH:4][C:3]([O:6][CH2:7][C:8]3[C:13]([CH3:14])=[CH:12][CH:11]=[CH:10][C:9]=3[N:15]3[C:19](=[O:20])[N:18]([CH3:21])[N:17]=[N:16]3)=[N:2]2)=[CH:28][CH:27]=[C:26]([O:33][CH3:34])[N:25]=1, predict the reactants needed to synthesize it. The reactants are: [NH:1]1[CH:5]=[CH:4][C:3]([O:6][CH2:7][C:8]2[C:13]([CH3:14])=[CH:12][CH:11]=[CH:10][C:9]=2[N:15]2[C:19](=[O:20])[N:18]([CH3:21])[N:17]=[N:16]2)=[N:2]1.[CH3:22][O:23][C:24]1[C:29](B(O)O)=[CH:28][CH:27]=[C:26]([O:33][CH3:34])[N:25]=1.N1C=CC=CC=1. (3) The reactants are: F[C:2]1[CH:7]=[CH:6][C:5]([N+:8]([O-:10])=[O:9])=[CH:4][CH:3]=1.[F:11][C:12]([F:17])([F:16])[CH:13]([OH:15])[CH3:14].C([O-])([O-])=O.[Cs+].[Cs+]. Given the product [N+:8]([C:5]1[CH:6]=[CH:7][C:2]([O:15][CH:13]([CH3:14])[C:12]([F:17])([F:16])[F:11])=[CH:3][CH:4]=1)([O-:10])=[O:9], predict the reactants needed to synthesize it. (4) Given the product [S:28]1[CH:32]=[CH:31][CH:30]=[C:29]1[C:33](=[NH:34])[NH:1][C:4]1[CH:26]=[CH:25][C:7]2[S:8][CH2:9][CH2:10][N:11]([CH:12]3[CH2:17][CH2:16][N:15]([C:18]([O:20][C:21]([CH3:24])([CH3:23])[CH3:22])=[O:19])[CH2:14][CH2:13]3)[C:6]=2[CH:5]=1, predict the reactants needed to synthesize it. The reactants are: [N+:1]([C:4]1[CH:26]=[CH:25][C:7]2[S:8][CH2:9][CH2:10][N:11]([CH:12]3[CH2:17][CH2:16][N:15]([C:18]([O:20][C:21]([CH3:24])([CH3:23])[CH3:22])=[O:19])[CH2:14][CH2:13]3)[C:6]=2[CH:5]=1)([O-])=O.I.[S:28]1[CH:32]=[CH:31][CH:30]=[C:29]1[C:33](SC)=[NH:34]. (5) Given the product [CH2:6]([O:8][C:9]1[CH:10]=[C:11]([F:16])[C:12]([C:17]([OH:19])=[O:18])=[C:13]([F:15])[CH:14]=1)[CH3:7], predict the reactants needed to synthesize it. The reactants are: C([Li])CCC.[CH2:6]([O:8][C:9]1[CH:14]=[C:13]([F:15])[CH:12]=[C:11]([F:16])[CH:10]=1)[CH3:7].[C:17](=[O:19])=[O:18].[OH-].[Na+].